The task is: Predict the reactants needed to synthesize the given product.. This data is from Full USPTO retrosynthesis dataset with 1.9M reactions from patents (1976-2016). (1) Given the product [CH2:1]([O:3][C:4]([C:6]1[CH2:7][N:8]([CH2:20][C:21]2[CH:26]=[CH:25][CH:24]=[CH:23][CH:22]=2)[CH2:9][CH2:10][C:11]=1[C:45]1[CH:46]=[CH:47][C:42]([C:33]2[CH:38]=[CH:37][CH:36]=[CH:35][CH:34]=2)=[CH:43][CH:44]=1)=[O:5])[CH3:2], predict the reactants needed to synthesize it. The reactants are: [CH2:1]([O:3][C:4]([C:6]1[CH2:7][N:8]([CH2:20][C:21]2[CH:26]=[CH:25][CH:24]=[CH:23][CH:22]=2)[CH2:9][CH2:10][C:11]=1OS(C(F)(F)F)(=O)=O)=[O:5])[CH3:2].C(=O)([O-])[O-].[K+].[K+].[C:33]1([C:42]2[CH:47]=[CH:46][CH:45]=[CH:44][CH:43]=2)[CH:38]=[CH:37][C:36](B(O)O)=[CH:35][CH:34]=1. (2) Given the product [NH2:1][C:2]1[N:3]([CH2:18][CH3:19])[C:4]2[C:9]([C:10](=[O:16])[C:11]=1[C:12]([NH:14][CH3:15])=[O:13])=[CH:8][CH:7]=[C:6]([C:25]#[C:24][C:23]([OH:26])([CH3:27])[CH2:22][O:21][CH3:20])[N:5]=2, predict the reactants needed to synthesize it. The reactants are: [NH2:1][C:2]1[N:3]([CH2:18][CH3:19])[C:4]2[C:9]([C:10](=[O:16])[C:11]=1[C:12]([NH:14][CH3:15])=[O:13])=[CH:8][CH:7]=[C:6](Cl)[N:5]=2.[CH3:20][O:21][CH2:22][C:23]([CH3:27])([OH:26])[C:24]#[CH:25]. (3) Given the product [CH3:3][C:4]1[N:5]=[C:6]([CH:22]([CH3:24])[CH3:23])[N:7]([CH2:14][O:15][CH2:16][CH2:17][Si:18]([CH3:19])([CH3:21])[CH3:20])[C:8]=1[C:9]([OH:11])=[O:10], predict the reactants needed to synthesize it. The reactants are: [OH-].[Li+].[CH3:3][C:4]1[N:5]=[C:6]([CH:22]([CH3:24])[CH3:23])[N:7]([CH2:14][O:15][CH2:16][CH2:17][Si:18]([CH3:21])([CH3:20])[CH3:19])[C:8]=1[C:9]([O:11]CC)=[O:10].CO.OP(O)(O)=O.